From a dataset of Catalyst prediction with 721,799 reactions and 888 catalyst types from USPTO. Predict which catalyst facilitates the given reaction. Product: [Cl:1][C:2]1[N:3]=[CH:4][N:5]([C:7]2[CH:12]=[CH:11][C:10]([NH:13][C:14]3[S:15][C:16]4[CH2:26][C:21](=[O:22])[CH2:20][CH:19]([C:27]5[CH:32]=[CH:31][C:30]([F:33])=[CH:29][CH:28]=5)[C:17]=4[N:18]=3)=[CH:9][C:8]=2[O:34][CH3:35])[CH:6]=1.[Cl:1][C:2]1[N:3]=[CH:4][N:5]([C:7]2[CH:12]=[CH:11][C:10]([NH:13][C:14]3[S:15][C:16]4[CH2:26][C:21]([O:22][CH3:23])([O:25][CH3:24])[CH2:20][CH:19]([C:27]5[CH:28]=[CH:29][C:30]([F:33])=[CH:31][CH:32]=5)[C:17]=4[N:18]=3)=[CH:9][C:8]=2[O:34][CH3:35])[CH:6]=1. Reactant: [Cl:1][C:2]1[N:3]=[CH:4][N:5]([C:7]2[CH:12]=[CH:11][C:10]([NH:13][C:14]3[S:15][C:16]4[CH2:26][C:21]5([O:25][CH2:24][CH2:23][O:22]5)[CH2:20][CH:19]([C:27]5[CH:32]=[CH:31][C:30]([F:33])=[CH:29][CH:28]=5)[C:17]=4[N:18]=3)=[CH:9][C:8]=2[O:34][CH3:35])[CH:6]=1.O. The catalyst class is: 21.